Dataset: Full USPTO retrosynthesis dataset with 1.9M reactions from patents (1976-2016). Task: Predict the reactants needed to synthesize the given product. (1) Given the product [Br:16][C:17]1[CH:22]=[CH:21][CH:20]=[CH:19][C:18]=1[C:23]1[N:5]([C:4]2[C:6]([CH2:10][CH3:11])=[CH:7][CH:8]=[CH:9][C:3]=2[CH2:1][CH3:2])[C:25]([C:28]2[CH:29]=[CH:30][CH:31]=[CH:32][CH:33]=2)=[N:26][N:27]=1, predict the reactants needed to synthesize it. The reactants are: [CH2:1]([C:3]1[CH:9]=[CH:8][CH:7]=[C:6]([CH2:10][CH3:11])[C:4]=1[NH2:5])[CH3:2].[Al+3].[Cl-].[Cl-].[Cl-].[Br:16][C:17]1[CH:22]=[CH:21][CH:20]=[CH:19][C:18]=1[C:23]1O[C:25]([C:28]2[CH:33]=[CH:32][CH:31]=[CH:30][CH:29]=2)=[N:26][N:27]=1.CN1C(=O)CCC1. (2) Given the product [C:1]([C:3]([C:6]1[CH:7]=[C:8]([CH:13]=[CH:14][CH:15]=1)[C:9]([OH:11])=[O:10])([CH3:5])[CH3:4])#[N:2], predict the reactants needed to synthesize it. The reactants are: [C:1]([C:3]([C:6]1[CH:7]=[C:8]([CH:13]=[CH:14][CH:15]=1)[C:9]([O:11]C)=[O:10])([CH3:5])[CH3:4])#[N:2].[Li+].[OH-].